Predict the product of the given reaction. From a dataset of Forward reaction prediction with 1.9M reactions from USPTO patents (1976-2016). Given the reactants Br[C:2]1[CH:11]=[C:10]2[C:5]([CH:6]=[CH:7][N:8]=[C:9]2[N:12]2[CH2:17][CH2:16][N:15]([C:18]([O:20][C:21]([CH3:24])([CH3:23])[CH3:22])=[O:19])[CH2:14][CH2:13]2)=[CH:4][CH:3]=1.[CH3:25][C:26]1[CH:27]=[C:28]([SH:33])[CH:29]=[CH:30][C:31]=1[CH3:32], predict the reaction product. The product is: [C:21]([O:20][C:18]([N:15]1[CH2:16][CH2:17][N:12]([C:9]2[C:10]3[C:5](=[CH:4][CH:3]=[C:2]([S:33][C:28]4[CH:29]=[CH:30][C:31]([CH3:32])=[C:26]([CH3:25])[CH:27]=4)[CH:11]=3)[CH:6]=[CH:7][N:8]=2)[CH2:13][CH2:14]1)=[O:19])([CH3:24])([CH3:23])[CH3:22].